Predict the reaction yield, written as a fraction of the theoretical maximum amount of product (1.0 means a 100% yield; for example, 0.34 means a 34% yield). From a dataset of Reaction yield outcomes from USPTO patents with 853,638 reactions. (1) The reactants are [CH2:1]([O:3][CH2:4][CH2:5][N:6]1[C:14]2[C:13]([NH:15][C:16]3[CH:21]=[CH:20][CH:19]=[C:18]([CH2:22][CH3:23])[N:17]=3)=[N:12][C:11]([N:24]([CH2:26][CH3:27])[CH3:25])=[N:10][C:9]=2[C:8]([C:28]([O:30]C)=[O:29])=[N:7]1)[CH3:2].[OH-].[Na+].C(O)(=O)CC(CC(O)=O)(C(O)=O)O. The catalyst is CO. The product is [CH2:1]([O:3][CH2:4][CH2:5][N:6]1[C:14]2[C:13]([NH:15][C:16]3[CH:21]=[CH:20][CH:19]=[C:18]([CH2:22][CH3:23])[N:17]=3)=[N:12][C:11]([N:24]([CH2:26][CH3:27])[CH3:25])=[N:10][C:9]=2[C:8]([C:28]([OH:30])=[O:29])=[N:7]1)[CH3:2]. The yield is 0.680. (2) The reactants are [NH:1]1[CH:5]=[CH:4][C:3]([C:6]2[CH:18]=[CH:17][CH:16]=[CH:15][C:7]=2[O:8][CH2:9][C:10]([O:12]CC)=O)=[N:2]1.[NH2:19][CH2:20][CH:21]([OH:32])[CH2:22][N:23]1[CH2:31][C:30]2[C:25](=[CH:26][CH:27]=[CH:28][CH:29]=2)[CH2:24]1. The catalyst is CCO. The product is [NH:1]1[CH:5]=[CH:4][C:3]([C:6]2[CH:18]=[CH:17][CH:16]=[CH:15][C:7]=2[O:8][CH2:9][C:10]([NH:19][CH2:20][CH:21]([OH:32])[CH2:22][N:23]2[CH2:31][C:30]3[C:25](=[CH:26][CH:27]=[CH:28][CH:29]=3)[CH2:24]2)=[O:12])=[N:2]1. The yield is 0.0800. (3) The reactants are [N:1]1([CH2:6][C:7]2[CH:12]=[CH:11][C:10]([CH:13]3[CH2:16][CH:15]([CH2:17][OH:18])[CH2:14]3)=[CH:9][CH:8]=2)[CH2:5][CH2:4][CH2:3][CH2:2]1.Br[CH2:20][C:21]1[CH:22]=[C:23]([CH:26]=[CH:27][CH:28]=1)[C:24]#[N:25]. The catalyst is O1CCCC1. The product is [N:1]1([CH2:6][C:7]2[CH:12]=[CH:11][C:10]([CH:13]3[CH2:14][CH:15]([CH2:17][O:18][CH2:20][C:21]4[CH:22]=[C:23]([CH:26]=[CH:27][CH:28]=4)[C:24]#[N:25])[CH2:16]3)=[CH:9][CH:8]=2)[CH2:5][CH2:4][CH2:3][CH2:2]1. The yield is 0.390.